This data is from Forward reaction prediction with 1.9M reactions from USPTO patents (1976-2016). The task is: Predict the product of the given reaction. (1) The product is: [CH3:1][O:2][C:3]1[CH:8]=[CH:7][C:6]([CH:9]2[CH2:18][CH2:17][C:12]3([O:16][CH2:15][CH2:14][O:13]3)[CH2:11][CH2:10]2)=[CH:5][CH:4]=1. Given the reactants [CH3:1][O:2][C:3]1[CH:8]=[CH:7][C:6]([C:9]2[CH2:18][CH2:17][C:12]3([O:16][CH2:15][CH2:14][O:13]3)[CH2:11][CH:10]=2)=[CH:5][CH:4]=1, predict the reaction product. (2) The product is: [Cl:1][C:2]1[CH:3]=[C:4]([CH2:16][NH:17][C:18]([C:20]2[CH:25]=[CH:24][CH:23]=[C:22]([C:26]([NH:28][CH2:29][C:30]3[C:31]([NH:43][CH:44]4[CH2:45][CH2:46][O:47][CH2:48][CH2:49]4)=[C:32]4[CH:40]=[N:39][N:38]([CH2:41][CH3:42])[C:33]4=[N:34][C:35]=3[CH2:36][CH3:37])=[O:27])[CH:21]=2)=[O:19])[CH:5]=[C:6]([C:8]2[CH:13]=[CH:12][CH:11]=[C:10]([CH2:14][N:51]3[CH2:52][C@@H:53]4[CH2:56][C@H:50]3[CH2:55][NH:54]4)[CH:9]=2)[CH:7]=1.[C:83]([OH:85])([C:82]([F:87])([F:86])[F:81])=[O:84]. Given the reactants [Cl:1][C:2]1[CH:3]=[C:4]([CH2:16][NH:17][C:18]([C:20]2[CH:25]=[CH:24][CH:23]=[C:22]([C:26]([NH:28][CH2:29][C:30]3[C:31]([NH:43][CH:44]4[CH2:49][CH2:48][O:47][CH2:46][CH2:45]4)=[C:32]4[CH:40]=[N:39][N:38]([CH2:41][CH3:42])[C:33]4=[N:34][C:35]=3[CH2:36][CH3:37])=[O:27])[CH:21]=2)=[O:19])[CH:5]=[C:6]([C:8]2[CH:13]=[CH:12][CH:11]=[C:10]([CH:14]=O)[CH:9]=2)[CH:7]=1.[C@H:50]12[CH2:56][C@H:53]([NH:54][CH2:55]1)[CH2:52][N:51]2C(OC(C)(C)C)=O.C(O)(=O)C.C(O[BH-](OC(=O)C)OC(=O)C)(=O)C.[F:81][C:82]([F:87])([F:86])[C:83]([OH:85])=[O:84], predict the reaction product.